Dataset: HIV replication inhibition screening data with 41,000+ compounds from the AIDS Antiviral Screen. Task: Binary Classification. Given a drug SMILES string, predict its activity (active/inactive) in a high-throughput screening assay against a specified biological target. (1) The compound is Cc1cn(C2CC(Sc3ccccc3)C(CO)O2)c(=O)[nH]c1=O. The result is 0 (inactive). (2) The molecule is CC(=O)On1c(-c2ccccc2)nc2ccccc2c1=S. The result is 0 (inactive).